From a dataset of Forward reaction prediction with 1.9M reactions from USPTO patents (1976-2016). Predict the product of the given reaction. (1) Given the reactants [Cl:1][C:2]1[CH:3]=[C:4]([CH:21]=[CH:22][CH:23]=1)[CH2:5][NH:6][C:7]1[N:20]=[C:10]2[C:11]([O:18][CH3:19])=[CH:12][C:13]([C:15]([OH:17])=O)=[CH:14][N:9]2[N:8]=1.[CH3:24][CH:25]1[NH:32][CH2:31][CH:30]2[N:27]([CH2:28][CH2:29]2)[C:26]1=[O:33].C(N(CC)C(C)C)(C)C.CN(C(ON1N=NC2C=CC=NC1=2)=[N+](C)C)C.F[P-](F)(F)(F)(F)F, predict the reaction product. The product is: [Cl:1][C:2]1[CH:3]=[C:4]([CH:21]=[CH:22][CH:23]=1)[CH2:5][NH:6][C:7]1[N:20]=[C:10]2[C:11]([O:18][CH3:19])=[CH:12][C:13]([C:15]([N:32]3[CH2:31][CH:30]4[N:27]([CH2:28][CH2:29]4)[C:26](=[O:33])[CH:25]3[CH3:24])=[O:17])=[CH:14][N:9]2[N:8]=1. (2) Given the reactants [CH3:1][O:2][C:3]1[CH:4]=[C:5]2[C:10](=[CH:11][C:12]=1[O:13][CH3:14])[N:9]=[CH:8][CH:7]=[C:6]2[O:15][C:16]1[CH:22]=[CH:21][C:19]([NH2:20])=[CH:18][CH:17]=1.C1(C)C=CC=CC=1.[CH2:30]([N:32]([CH2:35]C)[CH2:33]C)[CH3:31].ClC(Cl)([O:40][C:41](=O)[O:42]C(Cl)(Cl)Cl)Cl.CN(C)CCO, predict the reaction product. The product is: [CH3:1][O:2][C:3]1[CH:4]=[C:5]2[C:10](=[CH:11][C:12]=1[O:13][CH3:14])[N:9]=[CH:8][CH:7]=[C:6]2[O:15][C:16]1[CH:22]=[CH:21][C:19]([NH:20][C:41](=[O:40])[O:42][CH2:31][CH2:30][N:32]([CH3:35])[CH3:33])=[CH:18][CH:17]=1.